This data is from Reaction yield outcomes from USPTO patents with 853,638 reactions. The task is: Predict the reaction yield, written as a fraction of the theoretical maximum amount of product (1.0 means a 100% yield; for example, 0.34 means a 34% yield). (1) The reactants are [NH2:1][C:2]1[N:7]=[N:6][C:5]([N:8]2[CH2:13][CH2:12][N:11]([C:14]([C:16]3[CH:21]=[CH:20][CH:19]=[CH:18][C:17]=3[C:22]([F:25])([F:24])[F:23])=[O:15])[CH2:10][CH2:9]2)=[CH:4][CH:3]=1.[CH3:26][CH:27]([CH3:33])[CH2:28][CH2:29][C:30](O)=[O:31].CN(C)CCCN=C=NCC.O. The catalyst is O1CCCC1. The product is [F:23][C:22]([F:25])([F:24])[C:17]1[CH:18]=[CH:19][CH:20]=[CH:21][C:16]=1[C:14]([N:11]1[CH2:10][CH2:9][N:8]([C:5]2[N:6]=[N:7][C:2]([NH:1][C:30](=[O:31])[CH2:29][CH2:28][CH:27]([CH3:33])[CH3:26])=[CH:3][CH:4]=2)[CH2:13][CH2:12]1)=[O:15]. The yield is 0.240. (2) The reactants are [F:1][C:2]1[CH:3]=[C:4]([OH:11])[CH:5]=[C:6]([F:10])[C:7]=1[CH2:8][OH:9].[CH3:12][O:13][CH2:14][CH2:15]Br. No catalyst specified. The product is [F:1][C:2]1[CH:3]=[C:4]([O:11][CH2:15][CH2:14][O:13][CH3:12])[CH:5]=[C:6]([F:10])[C:7]=1[CH2:8][OH:9]. The yield is 0.390. (3) The reactants are [CH3:1][NH:2][C:3](=[O:19])[C@@H:4]([NH:11]C(=O)OC(C)(C)C)[C:5]1[CH:10]=[CH:9][CH:8]=[CH:7][CH:6]=1.O. The catalyst is C(Cl)Cl.[Br-].[Zn+2].[Br-]. The product is [NH2:11][C@@H:4]([C:5]1[CH:10]=[CH:9][CH:8]=[CH:7][CH:6]=1)[C:3]([NH:2][CH3:1])=[O:19]. The yield is 0.950. (4) The reactants are [F:1][C:2]([F:14])([F:13])[C:3]1[CH:11]=[CH:10][CH:9]=[C:5]([C:6]([OH:8])=O)[C:4]=1[NH2:12].O=S(Cl)Cl.[Cl:19][C:20]1[CH:26]=[CH:25][CH:24]=[CH:23][C:21]=1[NH2:22].C(Cl)(Cl)Cl. The catalyst is C1C=CC=CC=1. The product is [NH2:12][C:4]1[C:3]([C:2]([F:1])([F:14])[F:13])=[CH:11][CH:10]=[CH:9][C:5]=1[C:6]([NH:22][C:21]1[CH:23]=[CH:24][CH:25]=[CH:26][C:20]=1[Cl:19])=[O:8]. The yield is 0.780. (5) The reactants are [Cl:1][C:2]1[CH:7]=[CH:6][CH:5]=[C:4]([F:8])[C:3]=1[C:9]1[S:17][C:12]2=[N:13][N:14]=[C:15]([SH:16])[N:11]2[C:10]=1[C:18]1[CH:23]=[CH:22][C:21]([F:24])=[CH:20][CH:19]=1.CS(O[CH2:30][C:31]1[CH:36]=[CH:35][C:34]([O:37][CH3:38])=[C:33]([O:39][CH3:40])[CH:32]=1)(=O)=O.CCN(CC)CC. The catalyst is ClCCl. The product is [Cl:1][C:2]1[CH:7]=[CH:6][CH:5]=[C:4]([F:8])[C:3]=1[C:9]1[S:17][C:12]2=[N:13][N:14]=[C:15]([S:16][CH2:30][C:31]3[CH:36]=[CH:35][C:34]([O:37][CH3:38])=[C:33]([O:39][CH3:40])[CH:32]=3)[N:11]2[C:10]=1[C:18]1[CH:23]=[CH:22][C:21]([F:24])=[CH:20][CH:19]=1. The yield is 0.250. (6) The reactants are [C:1]([C:5]1[C:10](=[O:11])[CH:9]=[CH:8][N:7]([C:12]2[CH:17]=[CH:16][CH:15]=[C:14]([C:18]([F:21])([F:20])[F:19])[CH:13]=2)[N:6]=1)(=O)[CH2:2][CH3:3].[CH3:22][O-].[Na+].[C:25]1([NH:31][NH2:32])[CH:30]=[CH:29][CH:28]=[CH:27][CH:26]=1.CO. The catalyst is C(OC)=O.O.Cl. The product is [CH3:3][C:2]1[CH:22]=[N:32][N:31]([C:25]2[CH:30]=[CH:29][CH:28]=[CH:27][CH:26]=2)[C:1]=1[C:5]1[C:10](=[O:11])[CH:9]=[CH:8][N:7]([C:12]2[CH:17]=[CH:16][CH:15]=[C:14]([C:18]([F:21])([F:20])[F:19])[CH:13]=2)[N:6]=1. The yield is 0.390.